Dataset: Full USPTO retrosynthesis dataset with 1.9M reactions from patents (1976-2016). Task: Predict the reactants needed to synthesize the given product. (1) The reactants are: [F:1][C:2]1[C:7]([O:8][CH3:9])=[CH:6][CH:5]=[C:4]([F:10])[C:3]=1[CH2:11]O.[Cl:13]CCl. Given the product [Cl:13][CH2:11][C:3]1[C:2]([F:1])=[C:7]([O:8][CH3:9])[CH:6]=[CH:5][C:4]=1[F:10], predict the reactants needed to synthesize it. (2) Given the product [NH2:1][C:2]1[S:3][C:4]2[CH:10]=[C:9]([Br:21])[CH:8]=[C:7]([O:11][CH2:12][P:13]([O:15][CH2:16][CH3:17])([O:18][CH2:19][CH3:20])=[O:14])[C:5]=2[N:6]=1, predict the reactants needed to synthesize it. The reactants are: [NH2:1][C:2]1[S:3][C:4]2[CH:10]=[CH:9][CH:8]=[C:7]([O:11][CH2:12][P:13]([O:18][CH2:19][CH3:20])([O:15][CH2:16][CH3:17])=[O:14])[C:5]=2[N:6]=1.[Br:21]Br. (3) Given the product [Cl:3][C:4]1[CH:5]=[C:6](/[CH:16]=[CH:17]/[C:18]([O:20][CH2:21][CH3:22])=[O:19])[CH:7]=[N:8][C:9]=1[NH:10][C@@H:11]1[CH2:15][CH2:14][N:13]([C:29]([CH:23]2[CH2:28][CH2:27][CH2:26][CH2:25][CH2:24]2)=[O:30])[CH2:12]1, predict the reactants needed to synthesize it. The reactants are: Cl.Cl.[Cl:3][C:4]1[CH:5]=[C:6](/[CH:16]=[CH:17]/[C:18]([O:20][CH2:21][CH3:22])=[O:19])[CH:7]=[N:8][C:9]=1[NH:10][C@@H:11]1[CH2:15][CH2:14][NH:13][CH2:12]1.[CH:23]1([C:29](Cl)=[O:30])[CH2:28][CH2:27][CH2:26][CH2:25][CH2:24]1.CCN(CC)CC.CCOC(C)=O.